Task: Predict the reactants needed to synthesize the given product.. Dataset: Full USPTO retrosynthesis dataset with 1.9M reactions from patents (1976-2016) Given the product [CH3:8][C:5]1([CH3:9])[N:4]([C:10]([O:12][C:13]([CH3:16])([CH3:15])[CH3:14])=[O:11])[C@:3]([CH3:17])([C:1]2[N:26]=[N:27][NH:28][N:2]=2)[CH2:7][O:6]1, predict the reactants needed to synthesize it. The reactants are: [C:1]([C@:3]1([CH3:17])[CH2:7][O:6][C:5]([CH3:9])([CH3:8])[N:4]1[C:10]([O:12][C:13]([CH3:16])([CH3:15])[CH3:14])=[O:11])#[N:2].Cl.C(N(CC)CC)C.[N-:26]=[N+:27]=[N-:28].[Na+].